This data is from Forward reaction prediction with 1.9M reactions from USPTO patents (1976-2016). The task is: Predict the product of the given reaction. (1) Given the reactants C1(O[C:8](=[O:24])[NH:9][C:10]2[S:14][N:13]=[C:12]([S:15][CH2:16][CH2:17][CH2:18][CH2:19][CH3:20])[C:11]=2[C:21](=[O:23])[NH2:22])C=CC=CC=1.[NH2:25][CH2:26][CH2:27][CH2:28][N:29]1[CH2:33][CH2:32][CH2:31][CH2:30]1.[OH-].[Na+], predict the reaction product. The product is: [CH2:16]([S:15][C:12]1[C:11]([C:21]([NH2:22])=[O:23])=[C:10]([NH:9][C:8]([NH:25][CH2:26][CH2:27][CH2:28][N:29]2[CH2:33][CH2:32][CH2:31][CH2:30]2)=[O:24])[S:14][N:13]=1)[CH2:17][CH2:18][CH2:19][CH3:20]. (2) Given the reactants [C:1]1([C:36]2[CH:41]=[CH:40][CH:39]=[CH:38][CH:37]=2)[CH:6]=[CH:5][CH:4]=[CH:3][C:2]=1[C:7]1(O)[C:20]2[CH:19]=[C:18]([Br:21])[CH:17]=[CH:16][C:15]=2[C:14]([C:23]2[CH:28]=[CH:27][CH:26]=[CH:25][C:24]=2[C:29]2[CH:34]=[CH:33][CH:32]=[CH:31][CH:30]=2)(O)[C:13]2[C:8]1=[CH:9][CH:10]=[CH:11][CH:12]=2.[I-].[K+].O.[PH2](=O)[O-].[Na+].[PH2](=O)O, predict the reaction product. The product is: [C:1]1([C:36]2[CH:37]=[CH:38][CH:39]=[CH:40][CH:41]=2)[CH:6]=[CH:5][CH:4]=[CH:3][C:2]=1[C:7]1[C:8]2[C:13]([C:14]([C:23]3[CH:28]=[CH:27][CH:26]=[CH:25][C:24]=3[C:29]3[CH:30]=[CH:31][CH:32]=[CH:33][CH:34]=3)=[C:15]3[C:20]=1[CH:19]=[C:18]([Br:21])[CH:17]=[CH:16]3)=[CH:12][CH:11]=[CH:10][CH:9]=2. (3) Given the reactants [NH2:1][C:2]1[N:3]=[N:4][N:5]([CH2:7][CH2:8][CH3:9])[N:6]=1.[CH:10]1[C:23]2[CH:22]([C:24](Cl)=[O:25])[C:21]3[C:16](=[CH:17][CH:18]=[CH:19][CH:20]=3)[O:15][C:14]=2[CH:13]=[CH:12][CH:11]=1, predict the reaction product. The product is: [CH2:7]([N:5]1[N:4]=[N:3][C:2]([NH:1][C:24]([CH:22]2[C:23]3[CH:10]=[CH:11][CH:12]=[CH:13][C:14]=3[O:15][C:16]3[C:21]2=[CH:20][CH:19]=[CH:18][CH:17]=3)=[O:25])=[N:6]1)[CH2:8][CH3:9]. (4) Given the reactants C1C(=O)N([Cl:8])C(=O)C1.[F:9][C:10]1[CH:11]=[C:12]([N:18]2[CH:22]=[CH:21][CH:20]=[N:19]2)[CH:13]=[CH:14][C:15]=1[O:16][CH3:17], predict the reaction product. The product is: [Cl:8][C:21]1[CH:20]=[N:19][N:18]([C:12]2[CH:13]=[CH:14][C:15]([O:16][CH3:17])=[C:10]([F:9])[CH:11]=2)[CH:22]=1.